Dataset: Forward reaction prediction with 1.9M reactions from USPTO patents (1976-2016). Task: Predict the product of the given reaction. (1) Given the reactants C([O:3][C:4](=[O:34])[CH2:5][C:6]1[CH:11]=[CH:10][C:9]([O:12][CH3:13])=[C:8]([O:14][C:15]2[CH:20]=[CH:19][C:18]([N:21]3[CH2:26][CH2:25][O:24][CH2:23][CH2:22]3)=[CH:17][C:16]=2[CH2:27][N:28]2[CH2:32][CH2:31][O:30][C:29]2=[O:33])[CH:7]=1)C.CO.[OH-].[Li+], predict the reaction product. The product is: [CH3:13][O:12][C:9]1[CH:10]=[CH:11][C:6]([CH2:5][C:4]([OH:34])=[O:3])=[CH:7][C:8]=1[O:14][C:15]1[CH:20]=[CH:19][C:18]([N:21]2[CH2:22][CH2:23][O:24][CH2:25][CH2:26]2)=[CH:17][C:16]=1[CH2:27][N:28]1[CH2:32][CH2:31][O:30][C:29]1=[O:33]. (2) Given the reactants [Cl:1][CH2:2][C:3]([NH2:5])=[O:4].[NH:6]1[C:14]2[C:9](=[CH:10][CH:11]=[CH:12][CH:13]=2)[C@H:8]([CH2:15][CH2:16][N:17]2[CH2:22][CH2:21][N:20]([C:23]3[CH:24]=[C:25]4[C:29](=[CH:30][CH:31]=3)[NH:28][CH:27]=[CH:26]4)[CH2:19][CH2:18]2)[CH2:7]1.[I-].[K+].C(=O)([O-])[O-].[K+].[K+], predict the reaction product. The product is: [ClH:1].[ClH:1].[NH:28]1[C:29]2[C:25](=[CH:24][C:23]([N:20]3[CH2:21][CH2:22][N:17]([CH2:16][CH2:15][C@H:8]4[C:9]5[C:14](=[CH:13][CH:12]=[CH:11][CH:10]=5)[N:6]([CH2:2][C:3]([NH2:5])=[O:4])[CH2:7]4)[CH2:18][CH2:19]3)=[CH:31][CH:30]=2)[CH:26]=[CH:27]1. (3) Given the reactants [F:1][C:2]1[CH:3]=[C:4]2[C:8](=[CH:9][CH:10]=1)[N:7]([C:11]([O:13][C:14]([CH3:17])([CH3:16])[CH3:15])=[O:12])[CH:6]=[CH:5]2.[Br:18]NC(=O)CCC(N)=O, predict the reaction product. The product is: [Br:18][C:5]1[C:4]2[C:8](=[CH:9][CH:10]=[C:2]([F:1])[CH:3]=2)[N:7]([C:11]([O:13][C:14]([CH3:17])([CH3:16])[CH3:15])=[O:12])[CH:6]=1. (4) The product is: [CH3:5][N:4]([N:6]=[N:7][C:8]1[CH:12]=[CH:11][S:10][C:9]=1[C:13]([NH:2][CH3:1])=[O:15])[CH3:3]. Given the reactants [CH3:1][NH2:2].[CH3:3][N:4]([N:6]=[N:7][C:8]1[CH:12]=[CH:11][S:10][C:9]=1[C:13]([O:15]C)=O)[CH3:5].O, predict the reaction product. (5) The product is: [F:16][C:17]1[C:25]([O:26][CH3:27])=[CH:24][CH:23]=[CH:22][C:18]=1[C:19]1[N:6]([CH2:7][CH2:8][C:9]2[CH:14]=[CH:13][CH:12]=[CH:11][CH:10]=2)[C:4](=[O:5])[CH:3]=[C:2]([CH3:15])[N:21]=1. Given the reactants O=[C:2]([CH3:15])[CH2:3][C:4]([NH:6][CH2:7][CH2:8][C:9]1[CH:14]=[CH:13][CH:12]=[CH:11][CH:10]=1)=[O:5].[F:16][C:17]1[C:25]([O:26][CH3:27])=[CH:24][CH:23]=[CH:22][C:18]=1[C:19]([NH2:21])=O, predict the reaction product. (6) The product is: [CH2:1]([O:3][C:4](=[O:17])[C:5]1[CH:6]=[C:7]([CH3:16])[CH:8]=[C:9]([S:11][C:12]2[C:23]3[C:22](=[CH:21][C:20]([Cl:19])=[CH:25][CH:24]=3)[NH:26][C:13]=2[CH3:14])[CH:10]=1)[CH3:2]. Given the reactants [CH2:1]([O:3][C:4](=[O:17])[C:5]1[CH:10]=[C:9]([S:11][CH2:12][C:13](=O)[CH3:14])[CH:8]=[C:7]([CH3:16])[CH:6]=1)[CH3:2].Cl.[Cl:19][C:20]1[CH:21]=[C:22]([NH:26]N)[CH:23]=[CH:24][CH:25]=1, predict the reaction product. (7) The product is: [ClH:44].[NH2:8][CH2:9][C:10]1[CH:11]=[C:12]([C:16]2[CH:21]=[C:20]([CH2:22][C:23]([NH:25][CH3:26])=[O:24])[CH:19]=[C:18]([O:28][C:29]3[N:34]=[C:33]([O:35][C@H:36]([CH2:40][CH3:41])[C:37]([OH:39])=[O:38])[C:32]([F:42])=[CH:31][C:30]=3[F:43])[CH:17]=2)[CH:13]=[CH:14][CH:15]=1. Given the reactants FC(F)(F)C(O)=O.[NH2:8][CH2:9][C:10]1[CH:11]=[C:12]([C:16]2[CH:21]=[C:20]([CH2:22][C:23]([N:25](C)[CH3:26])=[O:24])[CH:19]=[C:18]([O:28][C:29]3[N:34]=[C:33]([O:35][C@H:36]([CH2:40][CH3:41])[C:37]([OH:39])=[O:38])[C:32]([F:42])=[CH:31][C:30]=3[F:43])[CH:17]=2)[CH:13]=[CH:14][CH:15]=1.[ClH:44], predict the reaction product.